Dataset: Forward reaction prediction with 1.9M reactions from USPTO patents (1976-2016). Task: Predict the product of the given reaction. (1) The product is: [CH:1]1([N:6]2[C:15]3[C:10](=[CH:11][CH:12]=[C:13]([F:16])[CH:14]=3)[C:9](=[O:17])[C:8]([C:18]([OH:20])=[O:19])=[CH:7]2)[CH2:2][CH2:3][CH2:4][CH2:5]1. Given the reactants [CH:1]1([N:6]2[C:15]3[C:10](=[CH:11][CH:12]=[C:13]([F:16])[CH:14]=3)[C:9](=[O:17])[C:8]([C:18]([O:20]CC)=[O:19])=[CH:7]2)[CH2:5][CH2:4][CH2:3][CH2:2]1.Cl, predict the reaction product. (2) Given the reactants [Cl:1][C:2]1[CH:10]=[CH:9][C:5]([C:6]([NH2:8])=[O:7])=[CH:4][C:3]=1[C:11]([F:14])([F:13])[F:12].C(Cl)(=O)[C:16](Cl)=[O:17], predict the reaction product. The product is: [Cl:1][C:2]1[CH:10]=[CH:9][C:5]([C:6]([N:8]=[C:16]=[O:17])=[O:7])=[CH:4][C:3]=1[C:11]([F:12])([F:13])[F:14].